Dataset: Catalyst prediction with 721,799 reactions and 888 catalyst types from USPTO. Task: Predict which catalyst facilitates the given reaction. Product: [CH3:29][N:21]1[C:22]([C:23]2[CH:28]=[CH:27][N:26]=[CH:25][CH:24]=2)=[C:32]([C:33]2[CH:38]=[CH:37][CH:36]=[CH:35][CH:34]=2)[N:39]=[C:19]1[C:18]1[CH:30]=[CH:31][C:15]([O:14][CH3:13])=[CH:16][CH:17]=1. The catalyst class is: 1. Reactant: C(NC(C)C)(C)C.C([Li])CCC.[CH3:13][O:14][C:15]1[CH:31]=[CH:30][C:18]([C:19]([N:21]([CH3:29])[CH2:22][C:23]2[CH:28]=[CH:27][N:26]=[CH:25][CH:24]=2)=O)=[CH:17][CH:16]=1.[C:32](#[N:39])[C:33]1[CH:38]=[CH:37][CH:36]=[CH:35][CH:34]=1.[NH4+].[Cl-].